Dataset: Reaction yield outcomes from USPTO patents with 853,638 reactions. Task: Predict the reaction yield, written as a fraction of the theoretical maximum amount of product (1.0 means a 100% yield; for example, 0.34 means a 34% yield). (1) The reactants are [Br:1][CH2:2][CH2:3][CH2:4][CH2:5][CH2:6][CH2:7][CH2:8][CH2:9][CH2:10][CH2:11][CH2:12]Br.[N:14]1[C:23]2[C:18](=[CH:19][CH:20]=[CH:21][CH:22]=2)[CH:17]=[CH:16][CH:15]=1. No catalyst specified. The product is [Br-:1].[Br-:1].[CH2:2]([N+:14]1[C:23]2[C:18](=[CH:19][CH:20]=[CH:21][CH:22]=2)[CH:17]=[CH:16][CH:15]=1)[CH2:3][CH2:4][CH2:5][CH2:6][CH2:7][CH2:8][CH2:9][CH2:10][CH2:11][CH2:12][N+:14]1[C:23]2[C:18](=[CH:19][CH:20]=[CH:21][CH:22]=2)[CH:17]=[CH:16][CH:15]=1. The yield is 0.870. (2) The reactants are F[C:2]1[CH:3]=[CH:4][C:5]([N+:13]([O-:15])=[O:14])=[C:6]([NH:8][S:9]([CH3:12])(=[O:11])=[O:10])[CH:7]=1.[CH3:16][N:17]1[CH2:22][CH2:21][NH:20][CH2:19][CH2:18]1.CCO. The catalyst is CN(C=O)C.[Cl-].[Na+].O. The product is [CH3:16][N:17]1[CH2:22][CH2:21][N:20]([C:2]2[CH:3]=[CH:4][C:5]([N+:13]([O-:15])=[O:14])=[C:6]([NH:8][S:9]([CH3:12])(=[O:11])=[O:10])[CH:7]=2)[CH2:19][CH2:18]1. The yield is 0.840. (3) The reactants are Cl.Br[C:3]1[CH:4]=[C:5]2[C:10](=[CH:11][C:12]=1[O:13][CH3:14])[N:9]=[N:8][C:7]([C:15]([NH2:17])=[O:16])=[C:6]2[NH:18][C:19]1[CH:24]=[CH:23][C:22]([CH3:25])=[CH:21][C:20]=1[F:26].CC1(C)C(C)(C)OB([C:35]2[CH2:40][CH2:39][N:38]([C:41]([O:43][C:44]([CH3:47])([CH3:46])[CH3:45])=[O:42])[CH2:37][CH:36]=2)O1.P([O-])([O-])([O-])=O.[K+].[K+].[K+].C1(P(C2CCCCC2)C2C=CC=CC=2C2C(OC)=CC=CC=2OC)CCCCC1. The catalyst is C(O)CCC.O.C1C=CC(/C=C/C(/C=C/C2C=CC=CC=2)=O)=CC=1.C1C=CC(/C=C/C(/C=C/C2C=CC=CC=2)=O)=CC=1.C1C=CC(/C=C/C(/C=C/C2C=CC=CC=2)=O)=CC=1.[Pd].[Pd]. The product is [NH2:17][C:15]([C:7]1[N:8]=[N:9][C:10]2[C:5]([C:6]=1[NH:18][C:19]1[CH:24]=[CH:23][C:22]([CH3:25])=[CH:21][C:20]=1[F:26])=[CH:4][C:3]([C:35]1[CH2:40][CH2:39][N:38]([C:41]([O:43][C:44]([CH3:47])([CH3:46])[CH3:45])=[O:42])[CH2:37][CH:36]=1)=[C:12]([O:13][CH3:14])[CH:11]=2)=[O:16]. The yield is 0.960. (4) The reactants are [SH:1][CH2:2][C:3]([OH:5])=O.Cl.[NH2:7][C:8]1[CH:9]=[C:10]([CH:17]=[CH:18][C:19]=1[CH3:20])[C:11]([NH:13][CH:14]1[CH2:16][CH2:15]1)=[O:12]. The catalyst is C1(C)C=CC=CC=1. The product is [CH:14]1([NH:13][C:11](=[O:12])[C:10]2[CH:17]=[CH:18][C:19]([CH3:20])=[C:8]([NH:7][C:3](=[O:5])[CH2:2][SH:1])[CH:9]=2)[CH2:15][CH2:16]1. The yield is 0.320. (5) The reactants are CO[C:3]([C:5]1[S:9][C:8]([CH2:10][CH2:11][C:12]2[C:13]([CH2:18][CH2:19][CH2:20][CH3:21])=[N:14][O:15][C:16]=2[CH3:17])=[N:7][CH:6]=1)=[O:4].[O:22]1[CH2:26][CH2:25][CH:24]([NH2:27])[CH2:23]1. No catalyst specified. The product is [O:22]1[CH2:26][CH2:25][CH:24]([NH:27][C:3]([C:5]2[S:9][C:8]([CH2:10][CH2:11][C:12]3[C:13]([CH2:18][CH2:19][CH2:20][CH3:21])=[N:14][O:15][C:16]=3[CH3:17])=[N:7][CH:6]=2)=[O:4])[CH2:23]1. The yield is 0.710. (6) The reactants are [CH3:1][O:2][C:3]1[CH:4]=[N:5][C:6]2[C:11]([CH:12]=1)=[CH:10][C:9]([CH:13]([CH3:21])[C:14]([O:16]C(C)(C)C)=[O:15])=[CH:8][CH:7]=2.[ClH:22]. The catalyst is CCOC(C)=O. The product is [ClH:22].[CH3:1][O:2][C:3]1[CH:4]=[N:5][C:6]2[C:11]([CH:12]=1)=[CH:10][C:9]([CH:13]([CH3:21])[C:14]([OH:16])=[O:15])=[CH:8][CH:7]=2. The yield is 0.999. (7) The reactants are [NH2:1][C:2]1[NH:7][C:6](=O)[N:5]([CH2:9][CH2:10][CH3:11])[C:4](=[O:12])[C:3]=1[NH:13][C:14]([C:16]1[CH:17]=[N:18][N:19]([CH2:21][C:22]2[CH:27]=[CH:26][CH:25]=[CH:24][CH:23]=2)[CH:20]=1)=O.O=P(Cl)(Cl)[Cl:30]. The catalyst is CN(C=O)C. The product is [CH2:21]([N:19]1[CH:20]=[C:16]([C:14]2[NH:13][C:3]3[C:4](=[O:12])[N:5]([CH2:9][CH2:10][CH3:11])[C:6]([Cl:30])=[N:7][C:2]=3[N:1]=2)[CH:17]=[N:18]1)[C:22]1[CH:27]=[CH:26][CH:25]=[CH:24][CH:23]=1. The yield is 0.0800. (8) The catalyst is CN(C=O)C. The reactants are [C:1]([C:3]([C:6]1[CH:7]=[C:8]([CH:12]=[CH:13][CH:14]=1)[C:9]([OH:11])=O)([CH3:5])[CH3:4])#[N:2].[Cl:15][C:16]1[CH:21]=[CH:20][C:19]([NH2:22])=[CH:18][C:17]=1[NH2:23].CN(C(ON1N=NC2C=CC=NC1=2)=[N+](C)C)C.F[P-](F)(F)(F)(F)F.CCN(C(C)C)C(C)C. The product is [NH2:23][C:17]1[CH:18]=[C:19]([NH:22][C:9](=[O:11])[C:8]2[CH:12]=[CH:13][CH:14]=[C:6]([C:3]([C:1]#[N:2])([CH3:4])[CH3:5])[CH:7]=2)[CH:20]=[CH:21][C:16]=1[Cl:15]. The yield is 0.980. (9) The reactants are [Cl:1][C:2]1[CH:7]=[CH:6][C:5]([OH:8])=[C:4]([F:9])[CH:3]=1.F[C:11]1[CH:16]=[CH:15][C:14]([N+:17]([O-:19])=[O:18])=[CH:13][CH:12]=1.C(=O)([O-])[O-].[Na+].[Na+].O. The catalyst is CN(C=O)C. The product is [Cl:1][C:2]1[CH:7]=[CH:6][C:5]([O:8][C:11]2[CH:16]=[CH:15][C:14]([N+:17]([O-:19])=[O:18])=[CH:13][CH:12]=2)=[C:4]([F:9])[CH:3]=1. The yield is 0.990. (10) The catalyst is C1COCC1. The product is [NH:1]1[C:5]2=[C:6]([O:10][C:11]3[CH:16]=[CH:15][C:14]([NH:17][C:29]([NH:28][C:26](=[O:27])[CH2:25][C:19]4[CH:20]=[CH:21][CH:22]=[CH:23][CH:24]=4)=[S:30])=[CH:13][C:12]=3[F:18])[N:7]=[CH:8][CH:9]=[C:4]2[CH:3]=[CH:2]1. The yield is 0.400. The reactants are [NH:1]1[C:5]2=[C:6]([O:10][C:11]3[CH:16]=[CH:15][C:14]([NH2:17])=[CH:13][C:12]=3[F:18])[N:7]=[CH:8][CH:9]=[C:4]2[CH:3]=[CH:2]1.[C:19]1([CH2:25][C:26]([N:28]=[C:29]=[S:30])=[O:27])[CH:24]=[CH:23][CH:22]=[CH:21][CH:20]=1.